This data is from Reaction yield outcomes from USPTO patents with 853,638 reactions. The task is: Predict the reaction yield, written as a fraction of the theoretical maximum amount of product (1.0 means a 100% yield; for example, 0.34 means a 34% yield). The reactants are [Cl:1][C:2]1[C:7]([C:8]([N:10]([CH3:12])[CH3:11])=[O:9])=[C:6]([OH:13])[C:5]([N+:14]([O-])=O)=[CH:4][CH:3]=1.[H][H].[CH2:19]([O:21][C:22]1[C:23](=O)[C:24](=[O:29])[C:25]=1[O:26]CC)[CH3:20]. The catalyst is CO.O.[Pt]=O. The product is [Cl:1][C:2]1[C:7]([C:8]([N:10]([CH3:12])[CH3:11])=[O:9])=[C:6]([OH:13])[C:5]([NH:14][C:23]2[C:24](=[O:29])[C:25](=[O:26])[C:22]=2[O:21][CH2:19][CH3:20])=[CH:4][CH:3]=1. The yield is 0.540.